From a dataset of Catalyst prediction with 721,799 reactions and 888 catalyst types from USPTO. Predict which catalyst facilitates the given reaction. Reactant: [Si:1]([C@@:8]1([OH:32])[C@@H:12]([CH2:13][O:14][Si:15]([C:18]([CH3:21])([CH3:20])[CH3:19])([CH3:17])[CH3:16])[O:11][C@@H:10]([N:22]2[CH:29]=[CH:28][C:26](=O)[NH:25][C:23]2=[O:24])[C@@H:9]1[O:30][CH3:31])([C:4]([CH3:7])([CH3:6])[CH3:5])([CH3:3])[CH3:2].[C@@H:33]1([N:42]2[CH:49]=[CH:48][C:46](=O)N[C:43]2=O)O[C@H](CO)[C@@H](O)[C@H:34]1O.CN1CCCCC1.C1(C)C=CC(S([Cl:66])(=O)=[O:64])=CC=1. Product: [Cl-:66].[Si:1]([C@@:8]1([OH:32])[C@@H:12]([CH2:13][O:14][Si:15]([C:18]([CH3:20])([CH3:19])[CH3:21])([CH3:16])[CH3:17])[O:11][C:10]([N:22]2[CH:29]=[CH:28][C:26]([N+:42]3([CH3:43])[CH2:33][CH2:34][CH2:46][CH2:48][CH2:49]3)=[N:25][C:23]2=[O:24])([OH:64])[C@@H:9]1[O:30][CH3:31])([C:4]([CH3:5])([CH3:7])[CH3:6])([CH3:2])[CH3:3]. The catalyst class is: 556.